This data is from PAMPA (Parallel Artificial Membrane Permeability Assay) permeability data from NCATS. The task is: Regression/Classification. Given a drug SMILES string, predict its absorption, distribution, metabolism, or excretion properties. Task type varies by dataset: regression for continuous measurements (e.g., permeability, clearance, half-life) or binary classification for categorical outcomes (e.g., BBB penetration, CYP inhibition). Dataset: pampa_ncats. (1) The molecule is C1CN(CCC1C(=O)N)C2=NC(=CS2)C3=CC4=CC=CC=C4O3. The result is 1 (high permeability). (2) The molecule is CC1=CN=C(S1)NC(=O)C2=CC=C(O2)C3=CC(=CC=C3)[N+](=O)[O-]. The result is 1 (high permeability).